Dataset: Forward reaction prediction with 1.9M reactions from USPTO patents (1976-2016). Task: Predict the product of the given reaction. (1) Given the reactants [N+:1]([C:4]1[CH:11]=[N:10][CH:9]=[CH:8][C:5]=1[CH:6]=[O:7])([O-:3])=[O:2].[CH2:12](O)[CH2:13][OH:14].C1(C)C=CC(S(O)(=O)=O)=CC=1, predict the reaction product. The product is: [O:7]1[CH2:12][CH2:13][O:14][CH:6]1[C:5]1[CH:8]=[CH:9][N:10]=[CH:11][C:4]=1[N+:1]([O-:3])=[O:2]. (2) Given the reactants Cl.[Cl:2][C:3]1[C:8]([Cl:9])=[CH:7][CH:6]=[CH:5][C:4]=1[N:10]1[CH2:15][CH2:14][NH:13][CH2:12][CH2:11]1.CCN(CC)CC.[CH3:23][C:24]1[C:33]2[CH2:32][CH2:31][C:30](=[O:34])[NH:29][C:28]=2[N:27]=[C:26]([O:35][CH2:36][CH2:37][CH2:38][CH:39]=O)[CH:25]=1.[BH-](OC(C)=O)(OC(C)=O)OC(C)=O.[Na+], predict the reaction product. The product is: [Cl:2][C:3]1[C:8]([Cl:9])=[CH:7][CH:6]=[CH:5][C:4]=1[N:10]1[CH2:15][CH2:14][N:13]([CH2:39][CH2:38][CH2:37][CH2:36][O:35][C:26]2[N:27]=[C:28]3[C:33]([CH2:32][CH2:31][C:30](=[O:34])[NH:29]3)=[C:24]([CH3:23])[CH:25]=2)[CH2:12][CH2:11]1. (3) The product is: [CH2:1]([O:8][C:9]1[CH:14]=[C:13]([C:36]2[CH:37]=[CH:32][CH:33]=[C:34]([CH2:38][C:39]([O:41][CH3:42])=[O:40])[CH:35]=2)[CH:12]=[CH:11][C:10]=1[O:18][CH3:19])[C:2]1[CH:7]=[CH:6][CH:5]=[CH:4][CH:3]=1. Given the reactants [CH2:1]([O:8][CH:9]1[CH:14]=[CH:13][CH:12]=[CH:11][C:10]1([O:18][CH3:19])B(O)O)[C:2]1[CH:7]=[CH:6][CH:5]=[CH:4][CH:3]=1.C(O)C(O)C.C(=O)([O-])[O-].[K+].[K+].Br[C:32]1[CH:33]=[C:34]([CH2:38][C:39]([O:41][CH3:42])=[O:40])[CH:35]=[CH:36][CH:37]=1.Cl, predict the reaction product. (4) Given the reactants [CH:1]1([C@H:7]([NH:28]C(=O)OC(C)(C)C)[C:8](=[O:27])[N:9]2[C:13]3=[N:14][CH:15]=[CH:16][CH:17]=[C:12]3[CH2:11][C@H:10]2[C:18](=[O:26])[NH:19][C:20]2[CH:25]=[CH:24][CH:23]=[CH:22][CH:21]=2)[CH2:6][CH2:5][CH2:4][CH2:3][CH2:2]1.C(O)(C(F)(F)F)=O, predict the reaction product. The product is: [C:20]1([NH:19][C:18]([C@H:10]2[N:9]([C:8](=[O:27])[C@@H:7]([NH2:28])[CH:1]3[CH2:2][CH2:3][CH2:4][CH2:5][CH2:6]3)[C:13]3=[N:14][CH:15]=[CH:16][CH:17]=[C:12]3[CH2:11]2)=[O:26])[CH:21]=[CH:22][CH:23]=[CH:24][CH:25]=1. (5) Given the reactants [CH2:1]([O:5][C:6]1[CH:11]=[CH:10][C:9]([CH2:12][C@H:13]([NH:18][C:19]([C@@H:21](/[CH:30]=[CH:31]/[CH2:32][CH2:33][CH2:34][CH2:35][CH2:36][NH:37]C(OCC[Si](C)(C)C)=O)[C@@:22]([OH:29])([CH2:26][CH2:27][CH3:28])[C:23]([O-])=[O:24])=[O:20])[C:14]([O:16][CH3:17])=[O:15])=[CH:8][CH:7]=1)[C:2]#[C:3][CH3:4], predict the reaction product. The product is: [NH2:37][CH2:36][CH2:35][CH2:34][CH2:33][CH2:32]/[CH:31]=[CH:30]/[C@H:21]([C:19](=[O:20])[NH:18][C@H:13]([C:14]([O:16][CH3:17])=[O:15])[CH2:12][C:9]1[CH:10]=[CH:11][C:6]([O:5][CH2:1][C:2]#[C:3][CH3:4])=[CH:7][CH:8]=1)[C@@:22]([OH:29])([CH2:26][CH2:27][CH3:28])[C:23]([O:29][C:22]([CH3:26])([CH3:23])[CH3:21])=[O:24]. (6) The product is: [C:15]12([NH:25][CH2:1][C:3]3[CH:8]=[CH:7][C:6](/[CH:9]=[CH:10]/[C:11]([O:13][CH3:14])=[O:12])=[CH:5][CH:4]=3)[CH2:22][CH:21]3[CH2:20][CH:19]([CH2:18][CH:17]([CH2:23]3)[CH2:16]1)[CH2:24]2. Given the reactants [CH:1]([C:3]1[CH:8]=[CH:7][C:6](/[CH:9]=[CH:10]/[C:11]([O:13][CH3:14])=[O:12])=[CH:5][CH:4]=1)=O.[C:15]12([NH2:25])[CH2:24][CH:19]3[CH2:20][CH:21]([CH2:23][CH:17]([CH2:18]3)[CH2:16]1)[CH2:22]2.CO.[BH4-].[Na+], predict the reaction product.